From a dataset of Full USPTO retrosynthesis dataset with 1.9M reactions from patents (1976-2016). Predict the reactants needed to synthesize the given product. (1) Given the product [C:22]1([C:2]2[CH:3]=[CH:4][C:5]3[CH2:11][C:10](=[O:12])[C:9]4[C:13]([O:19][CH3:20])=[CH:14][C:15]([O:17][CH3:18])=[CH:16][C:8]=4[O:7][C:6]=3[CH:21]=2)[CH:27]=[CH:26][CH:25]=[CH:24][CH:23]=1, predict the reactants needed to synthesize it. The reactants are: I[C:2]1[CH:3]=[CH:4][C:5]2[CH2:11][C:10](=[O:12])[C:9]3[C:13]([O:19][CH3:20])=[CH:14][C:15]([O:17][CH3:18])=[CH:16][C:8]=3[O:7][C:6]=2[CH:21]=1.[C:22]1(B(O)O)[CH:27]=[CH:26][CH:25]=[CH:24][CH:23]=1.C(=O)([O-])[O-].[K+].[K+].Cl. (2) Given the product [F:1][CH:2]([F:12])[C:3]1[CH:4]=[C:5]([CH:9]=[CH:10][CH:11]=1)[C:6]([Cl:16])=[O:7], predict the reactants needed to synthesize it. The reactants are: [F:1][CH:2]([F:12])[C:3]1[CH:4]=[C:5]([CH:9]=[CH:10][CH:11]=1)[C:6](O)=[O:7].C(Cl)(=O)C([Cl:16])=O. (3) The reactants are: [NH2:1][C@H:2]([C:4]1[N:13]([CH2:14][CH2:15][CH2:16][NH:17][C:18](=[O:24])[O:19][C:20]([CH3:23])([CH3:22])[CH3:21])[C:12](=[O:25])[C:11]2[C:6](=[CH:7][CH:8]=[CH:9][C:10]=2[Cl:26])[N:5]=1)[CH3:3].[NH2:27][C:28]1[C:29]([C:36](O)=[O:37])=[N:30][C:31]([Br:35])=[C:32]([NH2:34])[N:33]=1.CN(C(ON1N=NC2C=CC=NC1=2)=[N+](C)C)C.F[P-](F)(F)(F)(F)F.CCN(C(C)C)C(C)C. Given the product [Cl:26][C:10]1[CH:9]=[CH:8][CH:7]=[C:6]2[C:11]=1[C:12](=[O:25])[N:13]([CH2:14][CH2:15][CH2:16][NH:17][C:18](=[O:24])[O:19][C:20]([CH3:22])([CH3:21])[CH3:23])[C:4]([C@@H:2]([NH:1][C:36]([C:29]1[C:28]([NH2:27])=[N:33][C:32]([NH2:34])=[C:31]([Br:35])[N:30]=1)=[O:37])[CH3:3])=[N:5]2, predict the reactants needed to synthesize it. (4) Given the product [C:40]([O:75][C:69](=[O:70])[NH:20][CH:5]1[CH2:4][CH2:3][N:10]([C:24]2[CH:29]=[C:28]([CH3:30])[CH:27]=[CH:26][C:25]=2[N+:34]([O-:36])=[O:35])[CH2:7][CH2:6]1)([CH3:39])([CH3:41])[CH3:43], predict the reactants needed to synthesize it. The reactants are: FC1[CH:7]=[C:6](OC)[CH:5]=[CH:4][C:3]=1[N+:10]([O-])=O.FC1C=CC=CC=1[N+:20]([O-])=O.F[C:24]1[CH:29]=[C:28]([C:30](F)(F)F)[CH:27]=[CH:26][C:25]=1[N+:34]([O-:36])=[O:35].FC1[CH:39]=[C:40]([CH:43]=CC=1[N+]([O-])=O)[C:41]#N.FC1C=C(F)C=CC=1[N+]([O-])=O.ClC1C=CC=CC=1CBr.[C:69]([OH:75])(C(F)(F)F)=[O:70]. (5) The reactants are: [Br:1][C:2]1[CH:3]=[N:4][CH:5]=[C:6]2[C:11]=1[N:10]=[C:9]([C:12]([OH:14])=[O:13])[CH:8]=[CH:7]2.[C:15](=O)([O-])[O-].[Cs+].[Cs+].CI. Given the product [CH3:15][O:13][C:12]([C:9]1[CH:8]=[CH:7][C:6]2[C:11](=[C:2]([Br:1])[CH:3]=[N:4][CH:5]=2)[N:10]=1)=[O:14], predict the reactants needed to synthesize it. (6) Given the product [C:17]1([C:10]2([NH2:23])[CH:11]3[CH2:16][C:7]4([OH:6])[CH2:14][CH:13]([CH2:15][CH:9]2[CH2:8]4)[CH2:12]3)[CH:18]=[CH:19][CH:20]=[CH:21][CH:22]=1, predict the reactants needed to synthesize it. The reactants are: C([Si](C)(C)[O:6][C:7]12[CH2:16][CH:11]3[CH2:12][CH:13]([CH2:15][CH:9]([C:10]3([NH:23]S(C(C)(C)C)=O)[C:17]3[CH:22]=[CH:21][CH:20]=[CH:19][CH:18]=3)[CH2:8]1)[CH2:14]2)(C)(C)C.Cl. (7) Given the product [Br:1][C:2]1[CH:7]=[CH:6][C:5]([C:8](=[C:20]2[CH2:21][CH2:22][S:17][CH2:18][CH2:19]2)[C:10]2[CH:15]=[CH:14][C:13]([OH:16])=[CH:12][CH:11]=2)=[CH:4][CH:3]=1, predict the reactants needed to synthesize it. The reactants are: [Br:1][C:2]1[CH:7]=[CH:6][C:5]([C:8]([C:10]2[CH:15]=[CH:14][C:13]([OH:16])=[CH:12][CH:11]=2)=O)=[CH:4][CH:3]=1.[S:17]1[CH2:22][CH2:21][C:20](=O)[CH2:19][CH2:18]1.O.C([O-])([O-])=O.[K+].[K+].